Dataset: Forward reaction prediction with 1.9M reactions from USPTO patents (1976-2016). Task: Predict the product of the given reaction. (1) Given the reactants [NH2:1][CH:2]1[C:10]2[C:5](=[CH:6][CH:7]=[CH:8][CH:9]=2)[CH2:4][CH2:3]1.[CH2:11]([N:14]([CH2:27][CH2:28][CH3:29])[S:15]([C:18]1[CH:26]=[CH:25][C:21]([C:22](Cl)=[O:23])=[CH:20][CH:19]=1)(=[O:17])=[O:16])[CH2:12][CH3:13], predict the reaction product. The product is: [CH2:27]([N:14]([CH2:11][CH2:12][CH3:13])[S:15]([C:18]1[CH:26]=[CH:25][C:21]([C:22]([NH:1][CH:2]2[C:10]3[C:5](=[CH:6][CH:7]=[CH:8][CH:9]=3)[CH2:4][CH2:3]2)=[O:23])=[CH:20][CH:19]=1)(=[O:17])=[O:16])[CH2:28][CH3:29]. (2) Given the reactants [CH2:1]([N:3]1[CH2:8][CH2:7][CH:6]([C:9]2[C:10](F)=[C:11]([C:15](=[O:17])[CH3:16])[CH:12]=[CH:13][CH:14]=2)[CH2:5][CH2:4]1)[CH3:2].C([OH:23])C#CC.[K].CC(C)([O-])C, predict the reaction product. The product is: [CH2:1]([N:3]1[CH2:8][CH2:7][CH:6]([C:9]2[C:10]([OH:23])=[C:11]([C:15](=[O:17])[CH3:16])[CH:12]=[CH:13][CH:14]=2)[CH2:5][CH2:4]1)[CH3:2]. (3) Given the reactants C(OC(=O)[NH:7][C@@H:8]([CH3:26])[CH2:9][C:10]1[C:18]2[CH:17]=[C:16]([O:19][CH:20]3[CH2:22][CH2:21]3)[CH:15]=[CH:14][C:13]=2[N:12]2[CH2:23][CH2:24][CH2:25][C:11]=12)(C)(C)C.[ClH:28], predict the reaction product. The product is: [ClH:28].[CH:20]1([O:19][C:16]2[CH:15]=[CH:14][C:13]3[N:12]4[CH2:23][CH2:24][CH2:25][C:11]4=[C:10]([CH2:9][C@@H:8]([NH2:7])[CH3:26])[C:18]=3[CH:17]=2)[CH2:21][CH2:22]1. (4) Given the reactants [CH3:1][O:2][C:3]1[CH:10]=[CH:9][C:6]([CH:7]=O)=[CH:5][CH:4]=1.[CH3:11][O:12][C:13]1[CH:20]=[CH:19][C:16]([CH2:17][NH2:18])=[CH:15][CH:14]=1.[BH4-].[Na+], predict the reaction product. The product is: [CH3:1][O:2][C:3]1[CH:10]=[CH:9][C:6]([CH2:7][NH:18][CH2:17][C:16]2[CH:19]=[CH:20][C:13]([O:12][CH3:11])=[CH:14][CH:15]=2)=[CH:5][CH:4]=1.